Dataset: Retrosynthesis with 50K atom-mapped reactions and 10 reaction types from USPTO. Task: Predict the reactants needed to synthesize the given product. Given the product COC(=O)c1sccc1NS(=O)(=O)c1ccc(F)cc1, predict the reactants needed to synthesize it. The reactants are: COC(=O)c1sccc1N.O=S(=O)(Cl)c1ccc(F)cc1.